Dataset: Peptide-MHC class I binding affinity with 185,985 pairs from IEDB/IMGT. Task: Regression. Given a peptide amino acid sequence and an MHC pseudo amino acid sequence, predict their binding affinity value. This is MHC class I binding data. (1) The peptide sequence is VHDTNATKL. The MHC is HLA-A26:03 with pseudo-sequence HLA-A26:03. The binding affinity (normalized) is 0.0847. (2) The peptide sequence is VALYRRIQRR. The MHC is HLA-A31:01 with pseudo-sequence HLA-A31:01. The binding affinity (normalized) is 0.415. (3) The peptide sequence is AYSPFAFKK. The MHC is HLA-A03:01 with pseudo-sequence HLA-A03:01. The binding affinity (normalized) is 0.286. (4) The peptide sequence is TWEAWWTEYW. The MHC is HLA-B44:03 with pseudo-sequence HLA-B44:03. The binding affinity (normalized) is 0.261. (5) The peptide sequence is LEQTVKKPL. The MHC is H-2-Kk with pseudo-sequence H-2-Kk. The binding affinity (normalized) is 0.554. (6) The peptide sequence is ILFDRLPIA. The binding affinity (normalized) is 0.0847. The MHC is HLA-B39:01 with pseudo-sequence HLA-B39:01.